From a dataset of Reaction yield outcomes from USPTO patents with 853,638 reactions. Predict the reaction yield, written as a fraction of the theoretical maximum amount of product (1.0 means a 100% yield; for example, 0.34 means a 34% yield). (1) The reactants are C(OC(=O)[NH:10][CH2:11][CH2:12][CH2:13][CH2:14][C:15]1[CH:20]=[CH:19][C:18]([O:21][CH2:22][C:23](=[O:31])[N:24]([CH2:28][CH2:29][OH:30])[CH2:25][CH2:26][OH:27])=[CH:17][CH:16]=1)C1C=CC=CC=1.[H][H]. The catalyst is C(O)C.[Pd]. The yield is 0.720. The product is [NH2:10][CH2:11][CH2:12][CH2:13][CH2:14][C:15]1[CH:20]=[CH:19][C:18]([O:21][CH2:22][C:23]([N:24]([CH2:28][CH2:29][OH:30])[CH2:25][CH2:26][OH:27])=[O:31])=[CH:17][CH:16]=1. (2) The reactants are Cl[C:2]1[N:7]=[C:6]([N:8]2[CH2:13][CH2:12][O:11][CH2:10][CH2:9]2)[N:5]=[C:4]([N:14]2[C:18]3[CH:19]=[CH:20][CH:21]=[C:22]([O:23][CH3:24])[C:17]=3[N:16]=[C:15]2[CH:25]([F:27])[F:26])[N:3]=1.[NH2:28][CH2:29][CH:30]1[CH2:35][CH2:34][N:33]([C:36]([O:38][C:39]([CH3:42])([CH3:41])[CH3:40])=[O:37])[CH2:32][CH2:31]1. No catalyst specified. The product is [F:26][CH:25]([F:27])[C:15]1[N:14]([C:4]2[N:5]=[C:6]([N:8]3[CH2:13][CH2:12][O:11][CH2:10][CH2:9]3)[N:7]=[C:2]([NH:28][CH2:29][CH:30]3[CH2:35][CH2:34][N:33]([C:36]([O:38][C:39]([CH3:42])([CH3:41])[CH3:40])=[O:37])[CH2:32][CH2:31]3)[N:3]=2)[C:18]2[CH:19]=[CH:20][CH:21]=[C:22]([O:23][CH3:24])[C:17]=2[N:16]=1. The yield is 0.910. (3) The reactants are [CH3:1][C:2]1[O:3][C:4]([C:8]([OH:10])=O)=[C:5]([CH3:7])[N:6]=1.CCN(C(C)C)C(C)C.[CH3:20][O:21][C:22]1[N:27]=[CH:26][C:25]([N:28]2[CH2:43][CH2:42][C:31]3[N:32]=[CH:33][N:34]=[C:35]([O:36][C@H:37]4[CH2:41][CH2:40][NH:39][CH2:38]4)[C:30]=3[CH2:29]2)=[CH:24][C:23]=1[CH3:44]. The catalyst is CN(C=O)C. The product is [CH3:1][C:2]1[O:3][C:4]([C:8]([N:39]2[CH2:40][CH2:41][C@H:37]([O:36][C:35]3[C:30]4[CH2:29][N:28]([C:25]5[CH:26]=[N:27][C:22]([O:21][CH3:20])=[C:23]([CH3:44])[CH:24]=5)[CH2:43][CH2:42][C:31]=4[N:32]=[CH:33][N:34]=3)[CH2:38]2)=[O:10])=[C:5]([CH3:7])[N:6]=1. The yield is 0.840. (4) The reactants are [CH2:1]([O:3][C:4](=[O:22])[CH2:5][CH2:6][C@@H:7]([NH:14][C:15]([O:17][C:18]([CH3:21])([CH3:20])[CH3:19])=[O:16])[CH2:8]OS(C)(=O)=O)[CH3:2].[H-].[Na+].[CH3:25][O:26][C:27]1[CH:34]=[CH:33][C:30]([CH2:31][SH:32])=[CH:29][CH:28]=1.O. The catalyst is CN(C)C=O. The product is [CH2:1]([O:3][C:4](=[O:22])[CH2:5][CH2:6][C@@H:7]([NH:14][C:15]([O:17][C:18]([CH3:19])([CH3:20])[CH3:21])=[O:16])[CH2:8][S:32][CH2:31][C:30]1[CH:33]=[CH:34][C:27]([O:26][CH3:25])=[CH:28][CH:29]=1)[CH3:2]. The yield is 0.380. (5) The catalyst is [Cu]Cl. The yield is 0.800. The reactants are [Na].CN(C)C=O.Br[C:8]1[CH:9]=[C:10]([CH:13]=[CH:14][C:15]=1[OH:16])[CH:11]=[O:12].Cl.[CH2:18]([OH:22])[CH2:19][CH2:20][CH3:21]. The product is [CH2:18]([O:22][C:8]1[CH:9]=[C:10]([CH:13]=[CH:14][C:15]=1[OH:16])[CH:11]=[O:12])[CH2:19][CH2:20][CH3:21]. (6) The reactants are Cl.[C@H:2]12[CH2:9][CH2:8][C@H:5]([NH:6][CH2:7]1)[CH2:4][N:3]2[C:10](OC(C)(C)C)=O.BrC[CH2:19][O:20][C:21]1[CH:26]=[CH:25][C:24]([F:27])=[CH:23][CH:22]=1.C([O-])([O-])=O.[Cs+].[Cs+].CC#N. The catalyst is C(Cl)Cl. The product is [F:27][C:24]1[CH:25]=[CH:26][C:21]([O:20][CH2:19][CH2:10][N:3]2[CH2:4][C@@H:5]3[CH2:8][CH2:9][C@H:2]2[CH2:7][NH:6]3)=[CH:22][CH:23]=1. The yield is 0.750. (7) The reactants are [OH:1][C:2]1[CH:3]=[CH:4][C:5]([C:8](N(OC)C)=[O:9])=[N:6][CH:7]=1.[CH3:14][CH2:15][Mg+].[Br-]. No catalyst specified. The product is [OH:1][C:2]1[CH:3]=[CH:4][C:5]([C:8](=[O:9])[CH2:14][CH3:15])=[N:6][CH:7]=1. The yield is 0.480. (8) The reactants are [N:1]1[CH:6]=[CH:5][CH:4]=[C:3]([C:7]2[CH:8]=[C:9]3[C:15]([C:16]4[N:21]=[C:20]([N:22]5[CH2:27][CH2:26][CH2:25][C@H:24]([NH:28]C(=O)OC(C)(C)C)[CH2:23]5)[C:19]([CH:36]=[CH2:37])=[CH:18][CH:17]=4)=[N:14][N:13](COCC[Si](C)(C)C)[C:10]3=[CH:11][N:12]=2)[CH:2]=1.FC(F)(F)S(O)(=O)=O.C([SiH](CC)CC)C. The catalyst is FC(F)(F)C(O)=O.C(Cl)Cl. The product is [N:1]1[CH:6]=[CH:5][CH:4]=[C:3]([C:7]2[CH:8]=[C:9]3[C:15]([C:16]4[N:21]=[C:20]([N:22]5[CH2:27][CH2:26][CH2:25][C@H:24]([NH2:28])[CH2:23]5)[C:19]([CH:36]=[CH2:37])=[CH:18][CH:17]=4)=[N:14][NH:13][C:10]3=[CH:11][N:12]=2)[CH:2]=1. The yield is 0.340. (9) The reactants are Br[C:2]1[C:14]([CH3:15])=[CH:13][C:5]([O:6][CH:7]2[CH2:12][CH2:11][S:10][CH2:9][CH2:8]2)=[CH:4][C:3]=1[CH3:16].CCCCCC.C([Li])CCC.[B:28](OC(C)C)([O:33]C(C)C)[O:29]C(C)C.Cl. The catalyst is O1CCCC1. The product is [CH3:16][C:3]1[CH:4]=[C:5]([O:6][CH:7]2[CH2:12][CH2:11][S:10][CH2:9][CH2:8]2)[CH:13]=[C:14]([CH3:15])[C:2]=1[B:28]([OH:33])[OH:29]. The yield is 0.710.